From a dataset of Forward reaction prediction with 1.9M reactions from USPTO patents (1976-2016). Predict the product of the given reaction. (1) Given the reactants [Cl:1][C:2]1[N:3]=[C:4]([C:20]2[CH:21]=[N:22][CH:23]=[CH:24][CH:25]=2)[N:5]([CH2:9][C:10]2[C:19]3[C:14](=[CH:15][CH:16]=[CH:17][CH:18]=3)[CH:13]=[CH:12][CH:11]=2)[C:6]=1[CH:7]=[O:8].CC(=CC)C.Cl([O-])=[O:32].[Na+].P([O-])(O)(O)=O.[Na+], predict the reaction product. The product is: [Cl:1][C:2]1[N:3]=[C:4]([C:20]2[CH:21]=[N:22][CH:23]=[CH:24][CH:25]=2)[N:5]([CH2:9][C:10]2[C:19]3[C:14](=[CH:15][CH:16]=[CH:17][CH:18]=3)[CH:13]=[CH:12][CH:11]=2)[C:6]=1[C:7]([OH:32])=[O:8]. (2) Given the reactants [NH2:1][C:2]1[C:31]([O:32][CH2:33][C:34]([F:37])([F:36])[F:35])=[CH:30][C:5]([CH2:6][C@H:7]2[C@H:15]3[C@@H:11]([N:12]([CH2:17][C:18]4[CH:23]=[CH:22][CH:21]=[C:20]([C:24]([CH3:27])([CH3:26])[CH3:25])[CH:19]=4)[C:13](=[O:16])[O:14]3)[CH2:10][S:9](=[O:29])(=[O:28])[CH2:8]2)=[CH:4][C:3]=1[F:38].[Cl:39][CH2:40][C:41](Cl)=[O:42], predict the reaction product. The product is: [C:24]([C:20]1[CH:19]=[C:18]([CH:23]=[CH:22][CH:21]=1)[CH2:17][N:12]1[C@@H:11]2[C@H:15]([C@H:7]([CH2:6][C:5]3[CH:30]=[C:31]([O:32][CH2:33][C:34]([F:36])([F:37])[F:35])[C:2]([NH:1][C:41](=[O:42])[CH2:40][Cl:39])=[C:3]([F:38])[CH:4]=3)[CH2:8][S:9](=[O:29])(=[O:28])[CH2:10]2)[O:14][C:13]1=[O:16])([CH3:27])([CH3:25])[CH3:26].